This data is from Forward reaction prediction with 1.9M reactions from USPTO patents (1976-2016). The task is: Predict the product of the given reaction. (1) The product is: [N+:28]([C:25]1[CH:26]=[CH:27][C:22]([NH:6][C@H:7]2[CH2:12][CH2:11][C@H:10]([OH:13])[CH2:9][CH2:8]2)=[N:23][CH:24]=1)([O-:30])=[O:29]. Given the reactants O1CCCC1.[NH2:6][C@H:7]1[CH2:12][CH2:11][C@H:10]([OH:13])[CH2:9][CH2:8]1.C(N(CC)CC)C.Cl[C:22]1[CH:27]=[CH:26][C:25]([N+:28]([O-:30])=[O:29])=[CH:24][N:23]=1, predict the reaction product. (2) The product is: [C:19]([C:16]1([C:11]2[CH:12]=[CH:13][CH:14]=[CH:15][C:10]=2[CH2:9][CH2:8][C:6]2[C:5]([Cl:22])=[CH:4][N:3]=[C:2]([NH:29][C:30]3[CH:31]=[CH:32][C:33]([CH:36]4[CH2:41][CH2:40][N:39]([C:42]([O:44][C:45]([CH3:48])([CH3:47])[CH3:46])=[O:43])[CH2:38][CH2:37]4)=[N:34][CH:35]=3)[N:7]=2)[CH2:18][CH2:17]1)(=[O:20])[NH2:21]. Given the reactants Cl[C:2]1[N:7]=[C:6]([CH2:8][CH2:9][C:10]2[CH:15]=[CH:14][CH:13]=[CH:12][C:11]=2[C:16]2([C:19]([NH2:21])=[O:20])[CH2:18][CH2:17]2)[C:5]([Cl:22])=[CH:4][N:3]=1.C([O-])([O-])=O.[Cs+].[Cs+].[NH2:29][C:30]1[CH:31]=[CH:32][C:33]([CH:36]2[CH2:41][CH2:40][N:39]([C:42]([O:44][C:45]([CH3:48])([CH3:47])[CH3:46])=[O:43])[CH2:38][CH2:37]2)=[N:34][CH:35]=1.CC1(C)C2C(=C(P(C3C=CC=CC=3)C3C=CC=CC=3)C=CC=2)OC2C(P(C3C=CC=CC=3)C3C=CC=CC=3)=CC=CC1=2, predict the reaction product. (3) Given the reactants [F:1][C:2]1[CH:10]=[CH:9][CH:8]=[C:7]([C:11]([F:14])([F:13])[F:12])[C:3]=1[C:4](Cl)=[O:5].[F:15][C:16]([F:43])([F:42])[C:17]([CH2:37][NH:38][CH2:39][CH2:40]C)([OH:36])[CH2:18][NH:19][C:20]1[CH:28]=[CH:27][CH:26]=[C:25]2[C:21]=1[CH:22]=[N:23][N:24]2[C:29]1[CH:34]=[CH:33][C:32]([F:35])=[CH:31][CH:30]=1, predict the reaction product. The product is: [CH2:39]([N:38]([CH2:37][C:17]([CH2:18][NH:19][C:20]1[CH:28]=[CH:27][CH:26]=[C:25]2[C:21]=1[CH:22]=[N:23][N:24]2[C:29]1[CH:30]=[CH:31][C:32]([F:35])=[CH:33][CH:34]=1)([OH:36])[C:16]([F:42])([F:43])[F:15])[C:4](=[O:5])[C:3]1[C:7]([C:11]([F:14])([F:13])[F:12])=[CH:8][CH:9]=[CH:10][C:2]=1[F:1])[CH3:40]. (4) Given the reactants [CH2:1]([O:3][C:4]1[C:12]2[CH2:11][N:10]([C:13]3[C:18]([F:19])=[CH:17][C:16]([CH2:20][C:21]([O:23]CC)=[O:22])=[CH:15][C:14]=3[F:26])[C:9](=[O:27])[C:8]=2[C:7]([O:28][CH2:29][CH3:30])=[C:6]2[CH:31]=[CH:32][CH:33]=[CH:34][C:5]=12)[CH3:2].C(O)(=O)C.Cl, predict the reaction product. The product is: [CH2:1]([O:3][C:4]1[C:12]2[CH2:11][N:10]([C:13]3[C:18]([F:19])=[CH:17][C:16]([CH2:20][C:21]([OH:23])=[O:22])=[CH:15][C:14]=3[F:26])[C:9](=[O:27])[C:8]=2[C:7]([O:28][CH2:29][CH3:30])=[C:6]2[CH:31]=[CH:32][CH:33]=[CH:34][C:5]=12)[CH3:2]. (5) Given the reactants [CH2:1]([O:3][C:4]([CH2:6][CH:7]1[C:16]2[C:11](=[CH:12][C:13]([OH:17])=[CH:14][CH:15]=2)[CH2:10][CH2:9][N:8]1[C:18]([O:20][C:21]([CH3:24])([CH3:23])[CH3:22])=[O:19])=[O:5])[CH3:2].C(=O)([O-])[O-:26].[K+].[K+].[CH3:31][N:32]([CH3:36])[C:33](Cl)=[O:34].O, predict the reaction product. The product is: [CH3:31][N:32]([CH3:36])[C:33]([O:17][C:13]1([OH:26])[CH:14]=[CH:15][C:16]2[CH:7]([CH2:6][C:4]([O:3][CH2:1][CH3:2])=[O:5])[N:8]([C:18]([O:20][C:21]([CH3:23])([CH3:22])[CH3:24])=[O:19])[CH2:9][CH2:10][C:11]=2[CH2:12]1)=[O:34]. (6) The product is: [C:16]1([S:13]([CH2:12][C:6]2[CH:7]=[C:2]([Br:1])[CH:3]=[CH:4][C:5]=2[N+:8]([O-:10])=[O:9])(=[O:15])=[O:14])[CH:21]=[CH:20][CH:19]=[CH:18][CH:17]=1. Given the reactants [Br:1][C:2]1[CH:7]=[CH:6][C:5]([N+:8]([O-:10])=[O:9])=[CH:4][CH:3]=1.Cl[CH2:12][S:13]([C:16]1[CH:21]=[CH:20][CH:19]=[CH:18][CH:17]=1)(=[O:15])=[O:14].CC([O-])(C)C.[K+].C(O)(=O)C, predict the reaction product. (7) Given the reactants FC(F)(F)C(O)=[O:4].[NH2:8][C@H:9]([C:19]1[C:24]([C:25]2[CH:26]=[CH:27][C:28]([F:34])=[C:29]([CH:33]=2)[C:30]([NH2:32])=[O:31])=[CH:23][CH:22]=[CH:21][N:20]=1)[CH2:10][C:11]1[CH:16]=[C:15]([F:17])[CH:14]=[C:13]([F:18])[CH:12]=1.[CH3:35][C:36]1[CH:37]=[C:38]2[C:42](=[C:43]([CH3:45])[CH:44]=1)[NH:41][CH2:40][CH:39]2[CH2:46][C:47]([OH:49])=O, predict the reaction product. The product is: [F:17][C:15]1[CH:16]=[C:11]([CH2:10][C@@H:9]([C:19]2[C:24]([C:25]3[CH:26]=[CH:27][C:28]([F:34])=[C:29]([CH:33]=3)[C:30]([NH2:32])=[O:31])=[CH:23][CH:22]=[CH:21][N:20]=2)[NH:8][C:47](=[O:49])[CH2:46][CH:39]2[C:38]3[C:42](=[C:43]([CH3:45])[CH:44]=[C:36]([CH3:35])[CH:37]=3)[NH:41][C:40]2=[O:4])[CH:12]=[C:13]([F:18])[CH:14]=1.